From a dataset of Full USPTO retrosynthesis dataset with 1.9M reactions from patents (1976-2016). Predict the reactants needed to synthesize the given product. (1) Given the product [C:1]([O:5][C:6]([NH:8][CH2:9][C@H:10]1[CH2:15][CH2:14][C@H:13]([C:16]([NH:18][C@H:19]([C:36](=[O:49])[NH:37][C:38]2[CH:43]=[CH:42][C:41]([C:44]3[N:45]=[N:46][NH:47][N:48]=3)=[CH:40][CH:39]=2)[CH2:20][C:21]2[CH:26]=[CH:25][C:24]([C:27]3[CH:28]=[CH:29][C:30]([C:33]([NH:62][C@@H:59]4[CH2:60][CH2:61][N:57]([C:55]([O:54][C:50]([CH3:53])([CH3:51])[CH3:52])=[O:56])[CH2:58]4)=[O:34])=[CH:31][CH:32]=3)=[CH:23][CH:22]=2)=[O:17])[CH2:12][CH2:11]1)=[O:7])([CH3:4])([CH3:2])[CH3:3], predict the reactants needed to synthesize it. The reactants are: [C:1]([O:5][C:6]([NH:8][CH2:9][C@H:10]1[CH2:15][CH2:14][C@H:13]([C:16]([NH:18][C@H:19]([C:36](=[O:49])[NH:37][C:38]2[CH:43]=[CH:42][C:41]([C:44]3[N:45]=[N:46][NH:47][N:48]=3)=[CH:40][CH:39]=2)[CH2:20][C:21]2[CH:26]=[CH:25][C:24]([C:27]3[CH:32]=[CH:31][C:30]([C:33](O)=[O:34])=[CH:29][CH:28]=3)=[CH:23][CH:22]=2)=[O:17])[CH2:12][CH2:11]1)=[O:7])([CH3:4])([CH3:3])[CH3:2].[C:50]([O:54][C:55]([N:57]1[CH2:61][CH2:60][C@@H:59]([NH2:62])[CH2:58]1)=[O:56])([CH3:53])([CH3:52])[CH3:51].F[P-](F)(F)(F)(F)F.CN(C(ON1C2=NC=CC=C2N=N1)=[N+](C)C)C.C(N(CC)C(C)C)(C)C. (2) Given the product [CH2:28]([O:30][C:31](=[O:48])[CH2:32][C:33]1[CH:38]=[CH:37][C:36]([C:21]2[CH:22]=[CH:23][C:18]([C:17]3[O:16][N:15]=[C:14]([CH3:26])[C:13]=3[NH:12][C:11]([O:10][C@@H:8]([C:3]3[CH:4]=[CH:5][CH:6]=[CH:7][C:2]=3[F:1])[CH3:9])=[O:27])=[CH:19][C:20]=2[CH3:25])=[CH:35][CH:34]=1)[CH3:29], predict the reactants needed to synthesize it. The reactants are: [F:1][C:2]1[CH:7]=[CH:6][CH:5]=[CH:4][C:3]=1[C@H:8]([O:10][C:11](=[O:27])[NH:12][C:13]1[C:14]([CH3:26])=[N:15][O:16][C:17]=1[C:18]1[CH:23]=[CH:22][C:21](Br)=[C:20]([CH3:25])[CH:19]=1)[CH3:9].[CH2:28]([O:30][C:31](=[O:48])[CH2:32][C:33]1[CH:38]=[CH:37][C:36](B2OC(C)(C)C(C)(C)O2)=[CH:35][CH:34]=1)[CH3:29].C(=O)(O)[O-].[Na+]. (3) Given the product [ClH:1].[O:31]1[C:40]2[CH:39]=[C:38]([CH2:41][NH:2][CH:3]3[CH2:8][CH2:7][N:6]([CH2:9][CH:10]4[N:20]5[C:21]6[C:16]([CH:17]=[CH:18][C:19]5=[O:22])=[CH:15][CH:14]=[C:13]([F:23])[C:12]=6[CH2:11]4)[CH2:5][CH2:4]3)[N:37]=[CH:36][C:35]=2[O:34][CH2:33][CH2:32]1, predict the reactants needed to synthesize it. The reactants are: [ClH:1].[NH2:2][CH:3]1[CH2:8][CH2:7][N:6]([CH2:9][CH:10]2[N:20]3[C:21]4[C:16]([CH:17]=[CH:18][C:19]3=[O:22])=[CH:15][CH:14]=[C:13]([F:23])[C:12]=4[CH2:11]2)[CH2:5][CH2:4]1.C(N(CC)CC)C.[O:31]1[C:40]2[CH:39]=[C:38]([CH:41]=O)[N:37]=[CH:36][C:35]=2[O:34][CH2:33][CH2:32]1.C(O[BH-](OC(=O)C)OC(=O)C)(=O)C.[Na+].